Dataset: Forward reaction prediction with 1.9M reactions from USPTO patents (1976-2016). Task: Predict the product of the given reaction. (1) Given the reactants [I:1][C:2]1[C:3]([O:27][C:28]2[CH:29]=[C:30]3[C:34](=[CH:35][CH:36]=2)[N:33]([C:37]([NH:39][CH3:40])=[O:38])[CH:32]=[CH:31]3)=[N:4][C:5](N(C(OC2C=CC=CC=2)=O)C(=O)OC2C=CC=CC=2)=[N:6][CH:7]=1.CO.C[NH2:44].O.[CH3:46][N:47](C)[CH:48]=[O:49], predict the reaction product. The product is: [CH3:40][NH:39][C:37]([N:33]1[C:34]2[C:30](=[CH:29][C:28]([O:27][C:3]3[C:2]([I:1])=[CH:7][N:6]=[C:5]([NH:44][C:48]([NH:47][CH3:46])=[O:49])[N:4]=3)=[CH:36][CH:35]=2)[CH:31]=[CH:32]1)=[O:38]. (2) Given the reactants [CH2:1]([C@@H:3]1[CH2:7][CH2:6][CH2:5][N:4]1[C:8]1[N:13]=[C:12]([NH:14][CH3:15])[N:11]=[C:10]([C:16]2[CH:23]=[C:22]([O:24][CH3:25])[C:19]([C:20]#[N:21])=[C:18](F)[CH:17]=2)[CH:9]=1)[CH3:2].CCN(C(C)C)C(C)C.[NH2:36][NH2:37], predict the reaction product. The product is: [CH2:1]([C@@H:3]1[CH2:7][CH2:6][CH2:5][N:4]1[C:8]1[N:13]=[C:12]([NH:14][CH3:15])[N:11]=[C:10]([C:16]2[CH:17]=[C:18]3[C:19]([C:20]([NH2:21])=[N:36][NH:37]3)=[C:22]([O:24][CH3:25])[CH:23]=2)[CH:9]=1)[CH3:2]. (3) Given the reactants [CH2:1]1[CH:5]2[CH2:6][CH2:7][CH2:8][C:4]2([C:9]([O:11][CH3:12])=[O:10])[CH2:3][NH:2]1.CCN(C(C)C)C(C)C.[Br:22][C:23]1[CH:24]=[N:25][C:26](Cl)=[N:27][CH:28]=1, predict the reaction product. The product is: [Br:22][C:23]1[CH:24]=[N:25][C:26]([N:2]2[CH2:3][C:4]3([C:9]([O:11][CH3:12])=[O:10])[CH2:8][CH2:7][CH2:6][CH:5]3[CH2:1]2)=[N:27][CH:28]=1. (4) Given the reactants CON(C)[C:4](=[O:18])[C:5]1[CH:10]=[C:9]([CH3:11])[C:8]([O:12][CH2:13][C:14]([F:17])([F:16])[F:15])=[N:7][CH:6]=1.[CH3:20][Mg]Br, predict the reaction product. The product is: [CH3:11][C:9]1[CH:10]=[C:5]([C:4](=[O:18])[CH3:20])[CH:6]=[N:7][C:8]=1[O:12][CH2:13][C:14]([F:15])([F:16])[F:17]. (5) The product is: [Si:1]([O:8][CH2:9][C:10]([N:17]([O:18][CH3:19])[CH3:16])=[O:12])([C:4]([CH3:5])([CH3:6])[CH3:7])([CH3:2])[CH3:3]. Given the reactants [Si:1]([O:8][CH2:9][C:10]([O:12]CC)=O)([C:4]([CH3:7])([CH3:6])[CH3:5])([CH3:3])[CH3:2].Cl.[CH3:16][NH:17][O:18][CH3:19].C([Mg]Cl)(C)C, predict the reaction product. (6) Given the reactants [Cl:1][C:2]1[CH:3]=[C:4]2[C:12](=[C:13]([N+:21]([O-])=O)[C:14]=1[S:15][CH2:16][CH2:17][N:18]([CH3:20])[CH3:19])[NH:11][C:10]1[CH:9]=[N:8][CH:7]=[CH:6][C:5]2=1.[Cl-].[NH4+].C, predict the reaction product. The product is: [Cl:1][C:2]1[CH:3]=[C:4]2[C:12](=[C:13]([NH2:21])[C:14]=1[S:15][CH2:16][CH2:17][N:18]([CH3:19])[CH3:20])[NH:11][C:10]1[CH:9]=[N:8][CH:7]=[CH:6][C:5]2=1. (7) Given the reactants [CH2:1]([O:8][C:9]1[CH:14]=[CH:13][C:12]([CH2:15][CH2:16][NH:17][C:18](=[O:32])[C:19]([C:22]2[CH:31]=[CH:30][C:29]3[CH2:28][CH2:27][CH2:26][CH2:25][C:24]=3[CH:23]=2)=[CH:20][OH:21])=[CH:11][C:10]=1[O:33][CH3:34])[C:2]1[CH:7]=[CH:6][CH:5]=[CH:4][CH:3]=1.[OH-].[K+].Cl[CH:38]([F:40])[F:39].Cl, predict the reaction product. The product is: [CH2:1]([O:8][C:9]1[CH:14]=[CH:13][C:12]([CH2:15][CH2:16][NH:17][C:18](=[O:32])[C:19]([C:22]2[CH:31]=[CH:30][C:29]3[CH2:28][CH2:27][CH2:26][CH2:25][C:24]=3[CH:23]=2)=[CH:20][O:21][CH:38]([F:40])[F:39])=[CH:11][C:10]=1[O:33][CH3:34])[C:2]1[CH:3]=[CH:4][CH:5]=[CH:6][CH:7]=1. (8) Given the reactants [C:1]([C:3]1[CH:4]=[C:5]([CH:20]=[CH:21][CH:22]=1)[CH2:6][NH:7][C:8](=[O:19])[C:9]1[C:14]([CH2:15][OH:16])=[C:13]([OH:17])[C:12]([CH3:18])=[N:11][CH:10]=1)#[N:2].Cl.[NH2:24][OH:25].C(N(CC)C(C)C)(C)C, predict the reaction product. The product is: [OH:17][C:13]1[C:12]([CH3:18])=[N:11][CH:10]=[C:9]([C:14]=1[CH2:15][OH:16])[C:8]([NH:7][CH2:6][C:5]1[CH:20]=[CH:21][CH:22]=[C:3]([C:1](=[NH:2])[NH:24][OH:25])[CH:4]=1)=[O:19]. (9) Given the reactants CN(C(/N=N/C(N(C)C)=O)=O)C.C(OC([N:20]1[CH2:25][CH2:24][N:23]([C:26]2[C:27]([O:32]CCO)=[N:28][CH:29]=[CH:30][N:31]=2)[CH2:22][CH2:21]1)=O)(C)(C)C.[C:36]1(P(C2C=CC=CC=2)C2C=CC=CC=2)C=CC=C[CH:37]=1.[CH2:55]1[O:59][C:58]2[CH:60]=[C:61]([OH:64])[CH:62]=[CH:63][C:57]=2[O:56]1, predict the reaction product. The product is: [O:56]1[C:57]2[CH:63]=[CH:62][C:61]([O:64][CH2:36][CH2:37][N:28]3[CH:29]=[CH:30][N:31]=[C:26]([N:23]4[CH2:22][CH2:21][NH:20][CH2:25][CH2:24]4)[C:27]3=[O:32])=[CH:60][C:58]=2[O:59][CH2:55]1.